From a dataset of Reaction yield outcomes from USPTO patents with 853,638 reactions. Predict the reaction yield, written as a fraction of the theoretical maximum amount of product (1.0 means a 100% yield; for example, 0.34 means a 34% yield). (1) The reactants are [CH:1]12[CH2:7][CH:4]([CH2:5][CH2:6]1)[CH2:3][CH:2]2[CH2:8][C:9]([OH:11])=O.C(N(CC)C(C)C)(C)C.[CH3:21][C:22]1[CH:27]=[C:26]([N:28]2[CH2:33][CH2:32][O:31][CH2:30][CH2:29]2)[CH:25]=[C:24]([C:34]([F:37])([F:36])[F:35])[C:23]=1[NH2:38].C(OCC)(=O)C. The catalyst is CN(C)C=O. The product is [CH:1]12[CH2:7][CH:4]([CH2:5][CH2:6]1)[CH2:3][CH:2]2[CH2:8][C:9]([NH:38][C:23]1[C:24]([C:34]([F:35])([F:36])[F:37])=[CH:25][C:26]([N:28]2[CH2:33][CH2:32][O:31][CH2:30][CH2:29]2)=[CH:27][C:22]=1[CH3:21])=[O:11]. The yield is 0.0600. (2) The reactants are [CH3:1][N:2]1[C:10]2[C:9](=[O:11])[CH2:8][CH2:7][C:6]([CH3:13])([CH3:12])[C:5]=2[C:4]([C:14]([O:16][CH2:17][CH3:18])=[O:15])=[N:3]1.C(O[CH:24](OC(C)(C)C)[N:25]([CH3:27])[CH3:26])(C)(C)C. The catalyst is CN(C)C=O. The product is [CH3:24][N:25]([CH:27]=[C:8]1[C:9](=[O:11])[C:10]2[N:2]([CH3:1])[N:3]=[C:4]([C:14]([O:16][CH2:17][CH3:18])=[O:15])[C:5]=2[C:6]([CH3:13])([CH3:12])[CH2:7]1)[CH3:26]. The yield is 0.870. (3) The reactants are [NH2:1][C:2]1[C:11]2[C:6](=[CH:7][CH:8]=[CH:9][CH:10]=2)[N:5]=[C:4]([CH3:12])[CH:3]=1.C(N(CC)CC)C.Cl[C:21](Cl)([O:23]C(=O)OC(Cl)(Cl)Cl)Cl.[Cl:32][C:33]1[CH:39]=[CH:38][C:36]([NH2:37])=[CH:35][C:34]=1[O:40][CH2:41][CH2:42][N:43]([CH3:45])[CH3:44]. The catalyst is C1COCC1. The product is [Cl:32][C:33]1[CH:39]=[CH:38][C:36]([NH:37][C:21]([NH:1][C:2]2[C:11]3[C:6](=[CH:7][CH:8]=[CH:9][CH:10]=3)[N:5]=[C:4]([CH3:12])[CH:3]=2)=[O:23])=[CH:35][C:34]=1[O:40][CH2:41][CH2:42][N:43]([CH3:45])[CH3:44]. The yield is 0.450. (4) The reactants are O[C:2]([C:6]1[CH:11]=[CH:10][CH:9]=[C:8]([N+:12]([O-:14])=[O:13])[CH:7]=1)([CH3:5])[C:3]#[N:4].C(N(S(F)(F)[F:21])CC)C. The catalyst is C(Cl)Cl. The product is [F:21][C:2]([C:6]1[CH:11]=[CH:10][CH:9]=[C:8]([N+:12]([O-:14])=[O:13])[CH:7]=1)([CH3:5])[C:3]#[N:4]. The yield is 0.790. (5) The reactants are C[N:2]([CH3:24])/[C:3](/[CH3:23])=[CH:4]/[C:5](=[C:18]([C:21]#[N:22])C#N)[N:6]1[CH2:11][CH2:10][N:9]([C:12]2[CH:17]=[CH:16][CH:15]=[CH:14][CH:13]=2)[CH2:8][CH2:7]1.[OH2:25]. The catalyst is C(O)(=O)C.O. The product is [CH3:23][C:3]1[NH:2][C:24](=[O:25])[C:18]([C:21]#[N:22])=[C:5]([N:6]2[CH2:11][CH2:10][N:9]([C:12]3[CH:17]=[CH:16][CH:15]=[CH:14][CH:13]=3)[CH2:8][CH2:7]2)[CH:4]=1. The yield is 0.850.